From a dataset of Full USPTO retrosynthesis dataset with 1.9M reactions from patents (1976-2016). Predict the reactants needed to synthesize the given product. Given the product [F:35][C:34]([F:37])([F:36])[S:31]([O:1][C:2]1[C:11]2[C:6](=[C:7]([CH3:12])[CH:8]=[CH:9][CH:10]=2)[C:5]([C:13]([N:15]2[CH2:16][CH2:17][O:18][CH2:19][CH2:20]2)=[O:14])=[CH:4][CH:3]=1)(=[O:32])=[O:30], predict the reactants needed to synthesize it. The reactants are: [OH:1][C:2]1[C:11]2[C:6](=[C:7]([CH3:12])[CH:8]=[CH:9][CH:10]=2)[C:5]([C:13]([N:15]2[CH2:20][CH2:19][O:18][CH2:17][CH2:16]2)=[O:14])=[CH:4][CH:3]=1.CCN(C(C)C)C(C)C.[O:30](S(C(F)(F)F)(=O)=O)[S:31]([C:34]([F:37])([F:36])[F:35])(=O)=[O:32].